From a dataset of Catalyst prediction with 721,799 reactions and 888 catalyst types from USPTO. Predict which catalyst facilitates the given reaction. Reactant: Cl[C:2]1[C:7]([C:8]([NH:10][C:11]2[C:19]3[C:14](=[CH:15][CH:16]=[C:17]([CH2:20][C:21]4[CH:26]=[C:25]([F:27])[CH:24]=[C:23]([F:28])[CH:22]=4)[CH:18]=3)[NH:13][N:12]=2)=[O:9])=[CH:6][CH:5]=[C:4]([Cl:29])[N:3]=1.CCN(C(C)C)C(C)C.[O:39]1[CH2:44][CH2:43][CH:42]([NH2:45])[CH2:41][CH2:40]1. Product: [Cl:29][C:4]1[N:3]=[C:2]([NH:45][CH:42]2[CH2:43][CH2:44][O:39][CH2:40][CH2:41]2)[C:7]([C:8]([NH:10][C:11]2[C:19]3[C:14](=[CH:15][CH:16]=[C:17]([CH2:20][C:21]4[CH:22]=[C:23]([F:28])[CH:24]=[C:25]([F:27])[CH:26]=4)[CH:18]=3)[NH:13][N:12]=2)=[O:9])=[CH:6][CH:5]=1. The catalyst class is: 225.